Dataset: Full USPTO retrosynthesis dataset with 1.9M reactions from patents (1976-2016). Task: Predict the reactants needed to synthesize the given product. (1) Given the product [NH2:8][C:4]1[N:3]=[C:2]([C:10]([F:17])([F:16])[C:11]([O:13][CH2:14][CH3:15])=[O:12])[CH:7]=[CH:6][N:5]=1, predict the reactants needed to synthesize it. The reactants are: I[C:2]1[CH:7]=[CH:6][N:5]=[C:4]([NH2:8])[N:3]=1.Br[C:10]([F:17])([F:16])[C:11]([O:13][CH2:14][CH3:15])=[O:12].[Cl-].[NH4+]. (2) Given the product [OH:2][CH:3]1[C:11]2[C:6](=[CH:7][CH:8]=[CH:9][C:10]=2[N+:12]([O-:14])=[O:13])[C:5](=[O:15])[O:4]1, predict the reactants needed to synthesize it. The reactants are: C[O:2][CH:3]1[C:11]2[C:6](=[CH:7][CH:8]=[CH:9][C:10]=2[N+:12]([O-:14])=[O:13])[C:5](=[O:15])[O:4]1.Cl. (3) Given the product [CH3:35][O:5][C:4](=[O:6])[C:3]1[CH:7]=[CH:8][C:9]([NH:11][C:12]([C:14]2[CH:23]=[C:22]3[C:17]([CH2:18][CH2:19][CH2:20][N:21]3[S:24]([C:27]3[CH:32]=[CH:31][CH:30]=[C:29]([Cl:33])[CH:28]=3)(=[O:26])=[O:25])=[CH:16][CH:15]=2)=[O:13])=[CH:10][C:2]=1[Cl:1], predict the reactants needed to synthesize it. The reactants are: [Cl:1][C:2]1[CH:10]=[C:9]([NH:11][C:12]([C:14]2[CH:23]=[C:22]3[C:17]([CH2:18][CH2:19][CH2:20][N:21]3[S:24]([C:27]3[CH:32]=[CH:31][CH:30]=[C:29]([Cl:33])[CH:28]=3)(=[O:26])=[O:25])=[CH:16][CH:15]=2)=[O:13])[CH:8]=[CH:7][C:3]=1[C:4]([OH:6])=[O:5].Cl[C:35]1C=C(S(Cl)(=O)=O)C=CC=1.